Dataset: Reaction yield outcomes from USPTO patents with 853,638 reactions. Task: Predict the reaction yield, written as a fraction of the theoretical maximum amount of product (1.0 means a 100% yield; for example, 0.34 means a 34% yield). The yield is 0.550. The reactants are [CH3:1][O:2][C:3]1[CH:8]=[CH:7][C:6]([C:9]2[C:18]([C:19]3[CH:24]=[CH:23][C:22]([O:25][CH3:26])=[CH:21][CH:20]=3)=[N:17][C:16]3[C:11](=[CH:12][CH:13]=[C:14](/[CH:27]=[CH:28]/[C:29]([O:31]C)=[O:30])[CH:15]=3)[N:10]=2)=[CH:5][CH:4]=1.[OH-].[Na+]. The catalyst is CO.O. The product is [CH3:1][O:2][C:3]1[CH:8]=[CH:7][C:6]([C:9]2[C:18]([C:19]3[CH:24]=[CH:23][C:22]([O:25][CH3:26])=[CH:21][CH:20]=3)=[N:17][C:16]3[C:11](=[CH:12][CH:13]=[C:14](/[CH:27]=[CH:28]/[C:29]([OH:31])=[O:30])[CH:15]=3)[N:10]=2)=[CH:5][CH:4]=1.